From a dataset of NCI-60 drug combinations with 297,098 pairs across 59 cell lines. Regression. Given two drug SMILES strings and cell line genomic features, predict the synergy score measuring deviation from expected non-interaction effect. Drug 1: C1=CC=C(C=C1)NC(=O)CCCCCCC(=O)NO. Drug 2: N.N.Cl[Pt+2]Cl. Cell line: SF-295. Synergy scores: CSS=45.7, Synergy_ZIP=4.71, Synergy_Bliss=5.68, Synergy_Loewe=-2.67, Synergy_HSA=3.83.